Dataset: Full USPTO retrosynthesis dataset with 1.9M reactions from patents (1976-2016). Task: Predict the reactants needed to synthesize the given product. (1) Given the product [Br:3][C:4]1[CH:5]=[CH:6][C:7]([O:25][CH2:26][C:27]2[CH:32]=[CH:31][C:30]([Cl:33])=[CH:29][CH:28]=2)=[C:8]([CH2:10][N:11]2[CH2:16][CH2:15][CH:14]([N:17]([CH2:34][CH3:35])[C:18](=[O:24])[O:19][C:20]([CH3:23])([CH3:22])[CH3:21])[CH2:13][CH2:12]2)[CH:9]=1, predict the reactants needed to synthesize it. The reactants are: [H-].[Na+].[Br:3][C:4]1[CH:5]=[CH:6][C:7]([O:25][CH2:26][C:27]2[CH:32]=[CH:31][C:30]([Cl:33])=[CH:29][CH:28]=2)=[C:8]([CH2:10][N:11]2[CH2:16][CH2:15][CH:14]([NH:17][C:18](=[O:24])[O:19][C:20]([CH3:23])([CH3:22])[CH3:21])[CH2:13][CH2:12]2)[CH:9]=1.[CH2:34](I)[CH3:35]. (2) The reactants are: B(F)(F)F.CCOCC.[C:10]([O:13][CH:14]1[O:31][C@H:30]([CH2:32][O:33][C:34](=[O:36])[CH3:35])[C@@H:25]([O:26][C:27](=[O:29])[CH3:28])[C@H:20]([O:21][C:22](=[O:24])[CH3:23])[C@H:15]1[O:16][C:17](=[O:19])[CH3:18])(=O)[CH3:11].[Br:37]CCO. Given the product [C:17]([O:16][C@@H:15]1[C@@H:20]([O:21][C:22](=[O:24])[CH3:23])[C@H:25]([O:26][C:27](=[O:29])[CH3:28])[C@@H:30]([CH2:32][O:33][C:34](=[O:36])[CH3:35])[O:31][C@H:14]1[O:13][CH2:10][CH2:11][Br:37])(=[O:19])[CH3:18], predict the reactants needed to synthesize it. (3) Given the product [Br:1][C:2]1[CH:3]=[CH:4][C:5]2[O:19][CH:17]([CH3:18])[CH2:16][N:9]3[CH:10]=[CH:11][N:12]=[C:8]3[C:6]=2[CH:7]=1, predict the reactants needed to synthesize it. The reactants are: [Br:1][C:2]1[CH:3]=[CH:4][C:5](F)=[C:6]([C:8]2[NH:9][CH:10]=[CH:11][N:12]=2)[CH:7]=1.[H-].[Na+].[CH2:16]1[O:19][CH:17]1[CH3:18]. (4) Given the product [OH:1][C@H:2]1[C:10]2[C:5](=[CH:6][CH:7]=[CH:8][CH:9]=2)[CH2:4][C@:3]1([CH2:20][C:21]1[CH:29]=[CH:28][C:24]([C:25]([O:27][CH2:36][CH2:37][CH3:38])=[O:26])=[CH:23][CH:22]=1)[C:11]1[CH2:12][C:13]2[C:18]([CH:19]=1)=[CH:17][CH:16]=[CH:15][CH:14]=2, predict the reactants needed to synthesize it. The reactants are: [OH:1][C@H:2]1[C:10]2[C:5](=[CH:6][CH:7]=[CH:8][CH:9]=2)[CH2:4][C@:3]1([CH2:20][C:21]1[CH:29]=[CH:28][C:24]([C:25]([OH:27])=[O:26])=[CH:23][CH:22]=1)[C:11]1[CH2:12][C:13]2[C:18]([CH:19]=1)=[CH:17][CH:16]=[CH:15][CH:14]=2.C([O-])([O-])=O.[K+].[K+].[CH2:36](I)[CH2:37][CH3:38]. (5) Given the product [N+:1]([C:4]1[CH:10]=[CH:9][CH:8]=[CH:7][C:5]=1[NH:6][C:12]1[CH:17]=[CH:16][CH:15]=[CH:14][N:13]=1)([O-:3])=[O:2], predict the reactants needed to synthesize it. The reactants are: [N+:1]([C:4]1[CH:10]=[CH:9][CH:8]=[CH:7][C:5]=1[NH2:6])([O-:3])=[O:2].Br[C:12]1[CH:17]=[CH:16][CH:15]=[CH:14][N:13]=1.C(=O)([O-])[O-].[K+].[K+].